From a dataset of Forward reaction prediction with 1.9M reactions from USPTO patents (1976-2016). Predict the product of the given reaction. (1) Given the reactants [N+:1]([C:4]1[C:5]([CH:14]=[O:15])=[CH:6][CH:7]=[C:8]2[C:13]=1[N:12]=[CH:11][CH:10]=[CH:9]2)([O-:3])=[O:2].Br[Mg][C:18]1[CH:23]=[CH:22][C:21]([F:24])=[CH:20][CH:19]=1, predict the reaction product. The product is: [F:24][C:21]1[CH:22]=[CH:23][C:18]([CH:14]([C:5]2[C:4]([N+:1]([O-:3])=[O:2])=[C:13]3[C:8]([CH:9]=[CH:10][CH:11]=[N:12]3)=[CH:7][CH:6]=2)[OH:15])=[CH:19][CH:20]=1. (2) Given the reactants Br[C:2]1[CH:7]=[CH:6][N:5]([C:8]2[CH:9]=[CH:10][C:11]3[N:12]([C:14]([CH3:20])=[C:15]([CH:17]4[CH2:19][CH2:18]4)[N:16]=3)[CH:13]=2)[C:4](=[O:21])[CH:3]=1.[F:22][C:23]([F:32])([F:31])[C:24]1[O:28][C:27]([CH2:29][OH:30])=[CH:26][CH:25]=1.CC(C)([O-])C.[K+], predict the reaction product. The product is: [CH:17]1([C:15]2[N:16]=[C:11]3[CH:10]=[CH:9][C:8]([N:5]4[CH:6]=[CH:7][C:2]([O:30][CH2:29][C:27]5[O:28][C:24]([C:23]([F:32])([F:22])[F:31])=[CH:25][CH:26]=5)=[CH:3][C:4]4=[O:21])=[CH:13][N:12]3[C:14]=2[CH3:20])[CH2:19][CH2:18]1. (3) Given the reactants [Cl:1][C:2]1[CH:11]=[C:10]([C:12](=[O:14])[CH3:13])[C:9]([N:15]2[CH2:20][CH2:19][NH:18][CH2:17][CH2:16]2)=[C:8]2[C:3]=1[CH:4]=[CH:5][CH:6]=[N:7]2.[CH3:21][N:22]([CH3:26])[C:23](Cl)=[O:24].C(N(CC)CC)C, predict the reaction product. The product is: [C:12]([C:10]1[C:9]([N:15]2[CH2:16][CH2:17][N:18]([C:23]([N:22]([CH3:26])[CH3:21])=[O:24])[CH2:19][CH2:20]2)=[C:8]2[C:3]([CH:4]=[CH:5][CH:6]=[N:7]2)=[C:2]([Cl:1])[CH:11]=1)(=[O:14])[CH3:13].